From a dataset of NCI-60 drug combinations with 297,098 pairs across 59 cell lines. Regression. Given two drug SMILES strings and cell line genomic features, predict the synergy score measuring deviation from expected non-interaction effect. (1) Drug 1: CCC(=C(C1=CC=CC=C1)C2=CC=C(C=C2)OCCN(C)C)C3=CC=CC=C3.C(C(=O)O)C(CC(=O)O)(C(=O)O)O. Drug 2: CC=C1C(=O)NC(C(=O)OC2CC(=O)NC(C(=O)NC(CSSCCC=C2)C(=O)N1)C(C)C)C(C)C. Cell line: K-562. Synergy scores: CSS=61.3, Synergy_ZIP=-0.549, Synergy_Bliss=-0.109, Synergy_Loewe=-43.9, Synergy_HSA=-1.09. (2) Drug 1: CCN(CC)CCCC(C)NC1=C2C=C(C=CC2=NC3=C1C=CC(=C3)Cl)OC. Drug 2: CC1C(C(CC(O1)OC2CC(CC3=C2C(=C4C(=C3O)C(=O)C5=C(C4=O)C(=CC=C5)OC)O)(C(=O)CO)O)N)O.Cl. Cell line: SK-OV-3. Synergy scores: CSS=23.2, Synergy_ZIP=-5.26, Synergy_Bliss=-7.49, Synergy_Loewe=-12.9, Synergy_HSA=-5.85.